Predict which catalyst facilitates the given reaction. From a dataset of Catalyst prediction with 721,799 reactions and 888 catalyst types from USPTO. (1) Reactant: [NH2:1][CH:2]1[CH2:7][CH2:6][CH:5]([OH:8])[CH2:4][CH2:3]1.[CH2:9](Br)[C:10]1[CH:15]=[CH:14][CH:13]=[CH:12][CH:11]=1. Product: [CH2:9]([N:1]([CH2:9][C:10]1[CH:15]=[CH:14][CH:13]=[CH:12][CH:11]=1)[CH:2]1[CH2:7][CH2:6][CH:5]([OH:8])[CH2:4][CH2:3]1)[C:10]1[CH:15]=[CH:14][CH:13]=[CH:12][CH:11]=1. The catalyst class is: 10. (2) Reactant: [C:1]([O:5][C:6]([N:8]1[CH2:13][CH2:12][N:11]([C:14]2[CH:19]=[CH:18][C:17]([NH:20][C:21]3[C:22]4[N:23]([CH:28]=[CH:29][N:30]=4)[CH:24]=[C:25](Br)[N:26]=3)=[CH:16][CH:15]=2)[CH2:10][CH2:9]1)=[O:7])([CH3:4])([CH3:3])[CH3:2].S(O)(O)(=O)=O.[NH2:36][C:37]1[CH:38]=[C:39](B(O)O)[CH:40]=[CH:41][CH:42]=1.NC1C=C(B(O)O)C=CC=1.C(=O)([O-])[O-].[Na+].[Na+].C(COC)OC. Product: [C:1]([O:5][C:6]([N:8]1[CH2:13][CH2:12][N:11]([C:14]2[CH:19]=[CH:18][C:17]([NH:20][C:21]3[C:22]4[N:23]([CH:28]=[CH:29][N:30]=4)[CH:24]=[C:25]([C:41]4[CH:40]=[CH:39][CH:38]=[C:37]([NH2:36])[CH:42]=4)[N:26]=3)=[CH:16][CH:15]=2)[CH2:10][CH2:9]1)=[O:7])([CH3:4])([CH3:3])[CH3:2]. The catalyst class is: 103. (3) Reactant: [NH2:1][C:2]1[N:3]([CH3:24])[C:4](=[O:23])[C:5]2([C:15]3[C:10](=[CH:11][CH:12]=[C:13](Br)[CH:14]=3)[O:9][CH:8]([C:17]3[CH:22]=[CH:21][CH:20]=[CH:19][CH:18]=3)[CH2:7]2)[N:6]=1.[CH3:25][NH:26][C:27]([C:29]1[CH:30]=[C:31](B(O)O)[CH:32]=[CH:33][CH:34]=1)=[O:28]. Product: [NH2:1][C:2]1[N:3]([CH3:24])[C:4](=[O:23])[C:5]2([C:15]3[C:10](=[CH:11][CH:12]=[C:13]([C:33]4[CH:34]=[C:29]([CH:30]=[CH:31][CH:32]=4)[C:27]([NH:26][CH3:25])=[O:28])[CH:14]=3)[O:9][CH:8]([C:17]3[CH:22]=[CH:21][CH:20]=[CH:19][CH:18]=3)[CH2:7]2)[N:6]=1. The catalyst class is: 806. (4) Reactant: [Br:1][C:2]1[CH:7]=[CH:6][CH:5]=[C:4]([C:8]([OH:10])=O)[N:3]=1.C(Cl)(=O)C(Cl)=O.CCN(C(C)C)C(C)C.[NH2:26][C:27]1[CH:32]=[CH:31][N:30]=[CH:29][CH:28]=1. Product: [Br:1][C:2]1[N:3]=[C:4]([C:8]([NH:26][C:27]2[CH:32]=[CH:31][N:30]=[CH:29][CH:28]=2)=[O:10])[CH:5]=[CH:6][CH:7]=1. The catalyst class is: 59. (5) Reactant: [CH3:1][N:2]1[C:15]2[CH:14]=[C:13]([CH:16]([CH2:26][CH:27]3[CH2:32][CH2:31][C:30](=[O:33])[CH2:29][CH2:28]3)[C:17]([NH:19][C:20]3[CH:24]=[CH:23][N:22]([CH3:25])[N:21]=3)=[O:18])[CH:12]=[CH:11][C:10]=2[S:9](=[O:35])(=[O:34])[C:8]2[C:3]1=[CH:4][CH:5]=[CH:6][CH:7]=2.[BH4-].[Na+]. Product: [OH:33][CH:30]1[CH2:31][CH2:32][CH:27]([CH2:26][CH:16]([C:13]2[CH:12]=[CH:11][C:10]3[S:9](=[O:35])(=[O:34])[C:8]4[C:3](=[CH:4][CH:5]=[CH:6][CH:7]=4)[N:2]([CH3:1])[C:15]=3[CH:14]=2)[C:17]([NH:19][C:20]2[CH:24]=[CH:23][N:22]([CH3:25])[N:21]=2)=[O:18])[CH2:28][CH2:29]1. The catalyst class is: 5.